From a dataset of Forward reaction prediction with 1.9M reactions from USPTO patents (1976-2016). Predict the product of the given reaction. Given the reactants [Cl:1][C:2]1[C:3](=[O:16])[N:4]([C:9]2C=[CH:13][CH:12]=[C:11](C)[CH:10]=2)[N:5]=[CH:6][C:7]=1[Cl:8].C(O)(=O)/C(=C(\C=O)/Br)/Br.[NH2:26]N, predict the reaction product. The product is: [Cl:1][C:2]1[C:3](=[O:16])[N:4]([C:9]2[CH:10]=[CH:11][CH:12]=[CH:13][N:26]=2)[N:5]=[CH:6][C:7]=1[Cl:8].